From a dataset of Catalyst prediction with 721,799 reactions and 888 catalyst types from USPTO. Predict which catalyst facilitates the given reaction. (1) Reactant: [CH2:1]([N:4]1[C:12]2[C:11](=[O:13])[NH:10][C:9](=[O:14])[NH:8][C:7]=2[N:6]=[CH:5]1)[CH:2]=[CH2:3].C(=O)([O-])[O-].[K+].[K+].I[CH2:22][CH3:23]. Product: [CH2:1]([N:4]1[C:12]2[C:11](=[O:13])[NH:10][C:9](=[O:14])[N:8]([CH2:22][CH3:23])[C:7]=2[N:6]=[CH:5]1)[CH:2]=[CH2:3]. The catalyst class is: 3. (2) Reactant: [Cl:1][C:2]1[CH:7]=[C:6]([F:8])[CH:5]=[C:4]([Cl:9])[C:3]=1[N:10]1[CH:18]=[C:13]2[CH:14]=[N:15][CH:16]=[CH:17][C:12]2=[N:11]1.C1C=C(Cl)C=C(C(OO)=[O:27])C=1.S([O-])([O-])(=O)=S.[Na+].[Na+]. The catalyst class is: 2. Product: [Cl:1][C:2]1[CH:7]=[C:6]([F:8])[CH:5]=[C:4]([Cl:9])[C:3]=1[N:10]1[CH:18]=[C:13]2[CH:14]=[N+:15]([O-:27])[CH:16]=[CH:17][C:12]2=[N:11]1.